From a dataset of Forward reaction prediction with 1.9M reactions from USPTO patents (1976-2016). Predict the product of the given reaction. Given the reactants O[C:2]1[CH:3]=[C:4]2[C:8](=[C:9](C)[CH:10]=1)[C:7](=[O:12])[C:6](C)=[CH:5]2.C1N2CN3CN(C2)CN1C3, predict the reaction product. The product is: [C:7]1(=[O:12])[C:8]2[C:4](=[CH:3][CH:2]=[CH:10][CH:9]=2)[CH:5]=[CH:6]1.